Dataset: Reaction yield outcomes from USPTO patents with 853,638 reactions. Task: Predict the reaction yield, written as a fraction of the theoretical maximum amount of product (1.0 means a 100% yield; for example, 0.34 means a 34% yield). (1) The reactants are [CH3:1][C:2]1[C:3]([CH:13]=[O:14])=[CH:4][NH:5][C:6]=1[C:7]1[CH:12]=[CH:11][CH:10]=[CH:9][CH:8]=1.[H-].[Na+].C1OCCOCCOCCOCCOC1.[CH3:32][O:33][C:34]1[CH:39]=[CH:38][C:37]([O:40][CH3:41])=[CH:36][C:35]=1[S:42](Cl)(=[O:44])=[O:43]. No catalyst specified. The product is [CH3:32][O:33][C:34]1[CH:39]=[CH:38][C:37]([O:40][CH3:41])=[CH:36][C:35]=1[S:42]([N:5]1[C:6]([C:7]2[CH:12]=[CH:11][CH:10]=[CH:9][CH:8]=2)=[C:2]([CH3:1])[C:3]([CH:13]=[O:14])=[CH:4]1)(=[O:43])=[O:44]. The yield is 0.860. (2) The reactants are Br[C:2]1[CH:3]=[C:4]([CH:8]2[C:17]([CH3:19])([CH3:18])[CH2:16][C:15]3[C:10](=[CH:11][CH:12]=[C:13]([C:20]([OH:22])=[O:21])[CH:14]=3)[NH:9]2)[CH:5]=[CH:6][CH:7]=1.[CH3:23][N:24]1[CH2:29][CH2:28][NH:27][C:26](=[O:30])[C:25]1=[O:31].Cl.CN(C)CC(O)=O.C(=O)([O-])[O-].[K+].[K+]. The catalyst is CS(C)=O.[Cu]I. The product is [CH3:18][C:17]1([CH3:19])[CH2:16][C:15]2[C:10](=[CH:11][CH:12]=[C:13]([C:20]([OH:22])=[O:21])[CH:14]=2)[NH:9][CH:8]1[C:4]1[CH:5]=[CH:6][CH:7]=[C:2]([N:27]2[CH2:28][CH2:29][N:24]([CH3:23])[C:25](=[O:31])[C:26]2=[O:30])[CH:3]=1. The yield is 0.800.